From a dataset of Catalyst prediction with 721,799 reactions and 888 catalyst types from USPTO. Predict which catalyst facilitates the given reaction. (1) Reactant: [CH2:1]([N:4]([CH2:20][CH2:21][C:22]([O:24][CH2:25][CH3:26])=[O:23])[C:5](=[O:19])[C:6]1[CH:11]=[CH:10][C:9]([NH:12][CH3:13])=[C:8]([NH:14][C:15](=O)[CH2:16][Cl:17])[CH:7]=1)[CH2:2][CH3:3]. Product: [CH2:1]([N:4]([CH2:20][CH2:21][C:22]([O:24][CH2:25][CH3:26])=[O:23])[C:5]([C:6]1[CH:11]=[CH:10][C:9]2[N:12]([CH3:13])[C:15]([CH2:16][Cl:17])=[N:14][C:8]=2[CH:7]=1)=[O:19])[CH2:2][CH3:3]. The catalyst class is: 15. (2) Reactant: [CH:1]([CH:4]1[C:9]2=[CH:10][C:11]3[CH:12]=[CH:13][C:14]([S:17][CH3:18])=[CH:15][C:16]=3[N:8]2[CH2:7][CH2:6][NH:5]1)([CH3:3])[CH3:2].Cl[C:20]1[N:25]=[C:24]([C:26]([F:29])([F:28])[F:27])[CH:23]=[CH:22][N:21]=1.CCN(C(C)C)C(C)C. Product: [CH:1]([CH:4]1[C:9]2=[CH:10][C:11]3[CH:12]=[CH:13][C:14]([S:17][CH3:18])=[CH:15][C:16]=3[N:8]2[CH2:7][CH2:6][N:5]1[C:20]1[N:25]=[C:24]([C:26]([F:29])([F:28])[F:27])[CH:23]=[CH:22][N:21]=1)([CH3:3])[CH3:2]. The catalyst class is: 41. (3) Reactant: [N:1]1[N:2]([C:11]2[CH:19]=[CH:18][C:14]([C:15]([NH2:17])=[O:16])=[CH:13][CH:12]=2)[CH:3]=[C:4]2[CH2:10][CH2:9][NH:8][CH2:7][CH2:6][C:5]=12.[C:20]1(=O)[CH2:24][CH2:23][CH2:22][CH2:21]1.C(O[BH-](OC(=O)C)OC(=O)C)(=O)C.[Na+].CO. Product: [CH:20]1([N:8]2[CH2:9][CH2:10][C:4]3=[CH:3][N:2]([C:11]4[CH:19]=[CH:18][C:14]([C:15]([NH2:17])=[O:16])=[CH:13][CH:12]=4)[N:1]=[C:5]3[CH2:6][CH2:7]2)[CH2:24][CH2:23][CH2:22][CH2:21]1. The catalyst class is: 411. (4) Reactant: O1CCCC1.[CH2:6]([C:8]1([C:18](=[O:24])[C:19]([O:21]CC)=[O:20])[CH:13]=[C:12]([CH2:14][CH3:15])[CH:11]=[C:10]([CH2:16][CH3:17])[CH2:9]1)[CH3:7].[OH-].[Na+]. Product: [CH2:6]([C:8]1([C:18](=[O:24])[C:19]([OH:21])=[O:20])[CH:9]=[C:10]([CH2:16][CH3:17])[CH:11]=[C:12]([CH2:14][CH3:15])[CH2:13]1)[CH3:7]. The catalyst class is: 6. (5) Reactant: [Br:1][C:2]1[CH:3]=[CH:4][C:5]([F:18])=[C:6]([C:8]2([CH:15]([F:17])[F:16])[NH:13][C:12](=O)[CH2:11][O:10][CH2:9]2)[CH:7]=1.COC1C=CC(P2(SP(C3C=CC(OC)=CC=3)(=S)S2)=[S:28])=CC=1. Product: [Br:1][C:2]1[CH:3]=[CH:4][C:5]([F:18])=[C:6]([C:8]2([CH:15]([F:17])[F:16])[NH:13][C:12](=[S:28])[CH2:11][O:10][CH2:9]2)[CH:7]=1. The catalyst class is: 1. (6) Reactant: [NH2:1][C:2]1[N:3]=[N:4][C:5](Cl)=[CH:6][CH:7]=1.[N:9]1([C:15]([C:17]2[CH:22]=[CH:21][CH:20]=[CH:19][C:18]=2[C:23]([F:26])([F:25])[F:24])=[O:16])[CH2:14][CH2:13][NH:12][CH2:11][CH2:10]1.[OH-].[Na+].ClCCl. Product: [NH2:1][C:2]1[N:3]=[N:4][C:5]([N:12]2[CH2:11][CH2:10][N:9]([C:15]([C:17]3[CH:22]=[CH:21][CH:20]=[CH:19][C:18]=3[C:23]([F:25])([F:24])[F:26])=[O:16])[CH2:14][CH2:13]2)=[CH:6][CH:7]=1. The catalyst class is: 37. (7) Reactant: [CH3:1][C:2]1[CH:7]=[CH:6][C:5]([N:8]2[N:16]=[C:15]([C:17]([O:19]CC)=[O:18])[C:14]3[CH:13]4[CH2:22][CH:10]([CH2:11][CH2:12]4)[C:9]2=3)=[CH:4][CH:3]=1.[OH-].[K+]. Product: [CH3:1][C:2]1[CH:3]=[CH:4][C:5]([N:8]2[N:16]=[C:15]([C:17]([OH:19])=[O:18])[C:14]3[CH:13]4[CH2:22][CH:10]([CH2:11][CH2:12]4)[C:9]2=3)=[CH:6][CH:7]=1. The catalyst class is: 6.